From a dataset of Reaction yield outcomes from USPTO patents with 853,638 reactions. Predict the reaction yield, written as a fraction of the theoretical maximum amount of product (1.0 means a 100% yield; for example, 0.34 means a 34% yield). (1) The reactants are [NH2:1][C:2]1[N:7]=[CH:6][N:5]=[C:4]2[N:8]([CH2:25][C@@H:26]3[CH2:30][CH2:29][CH2:28][N:27]3[C:31](=[O:35])[CH2:32][C:33]#[N:34])[N:9]=[C:10]([C:11]3[CH:16]=[CH:15][C:14]([O:17][C:18]4[CH:23]=[CH:22][CH:21]=[CH:20][CH:19]=4)=[CH:13][C:12]=3[F:24])[C:3]=12.N1CCCCC1.[CH3:42][C:43]([N:47]1[CH2:52][CH2:51][O:50][CH2:49][CH2:48]1)([CH3:46])[CH:44]=O. The catalyst is C(O)C. The product is [NH2:1][C:2]1[N:7]=[CH:6][N:5]=[C:4]2[N:8]([CH2:25][C@@H:26]3[CH2:30][CH2:29][CH2:28][N:27]3[C:31]([C:32](=[CH:42][C:43]([CH3:46])([N:47]3[CH2:52][CH2:51][O:50][CH2:49][CH2:48]3)[CH3:44])[C:33]#[N:34])=[O:35])[N:9]=[C:10]([C:11]3[CH:16]=[CH:15][C:14]([O:17][C:18]4[CH:19]=[CH:20][CH:21]=[CH:22][CH:23]=4)=[CH:13][C:12]=3[F:24])[C:3]=12. The yield is 0.210. (2) The reactants are [Br:1][C:2]1[CH:3]=[C:4]([CH:8]=[C:9]([I:11])[CH:10]=1)[C:5]([OH:7])=[O:6].Cl.[CH3:13]O. The catalyst is C(OCC)C. The product is [Br:1][C:2]1[CH:3]=[C:4]([CH:8]=[C:9]([I:11])[CH:10]=1)[C:5]([O:7][CH3:13])=[O:6]. The yield is 0.940. (3) The reactants are [CH2:1]([O:4][C:5]1([CH3:36])[CH2:10][CH2:9][N:8]([C:11]2[N:16]3[CH:17]=[C:18]([C:20]([O:22]CC)=[O:21])[N:19]=[C:15]3[CH:14]=[C:13]([CH3:25])[C:12]=2[C@H:26]([O:31][C:32]([CH3:35])([CH3:34])[CH3:33])[C:27]([O:29][CH3:30])=[O:28])[CH2:7][CH2:6]1)[CH:2]=[CH2:3].[OH-].[Na+]. The catalyst is CO. The product is [CH2:1]([O:4][C:5]1([CH3:36])[CH2:10][CH2:9][N:8]([C:11]2[N:16]3[CH:17]=[C:18]([C:20]([OH:22])=[O:21])[N:19]=[C:15]3[CH:14]=[C:13]([CH3:25])[C:12]=2[C@H:26]([O:31][C:32]([CH3:35])([CH3:34])[CH3:33])[C:27]([O:29][CH3:30])=[O:28])[CH2:7][CH2:6]1)[CH:2]=[CH2:3]. The yield is 0.920. (4) The reactants are Br[C:2]1[CH:3]=[N:4][C:5]2[N:6]([N:8]=[C:9]([C:21]([CH3:24])([CH3:23])[CH3:22])[C:10]=2[CH2:11][N:12]2[CH2:16][CH:15]([CH2:17][CH2:18][CH3:19])[CH2:14][C:13]2=[O:20])[CH:7]=1.[CH:25]1(B(O)O)[CH2:27][CH2:26]1.[O-]P([O-])([O-])=O.[K+].[K+].[K+]. The catalyst is COCCOC.O.C1C=CC([P]([Pd]([P](C2C=CC=CC=2)(C2C=CC=CC=2)C2C=CC=CC=2)([P](C2C=CC=CC=2)(C2C=CC=CC=2)C2C=CC=CC=2)[P](C2C=CC=CC=2)(C2C=CC=CC=2)C2C=CC=CC=2)(C2C=CC=CC=2)C2C=CC=CC=2)=CC=1.C1(P(C2C=CC=CC=2)C2C=CC=CC=2)C=CC=CC=1. The product is [C:21]([C:9]1[C:10]([CH2:11][N:12]2[CH2:16][CH:15]([CH2:17][CH2:18][CH3:19])[CH2:14][C:13]2=[O:20])=[C:5]2[N:4]=[CH:3][C:2]([CH:25]3[CH2:27][CH2:26]3)=[CH:7][N:6]2[N:8]=1)([CH3:24])([CH3:23])[CH3:22]. The yield is 0.250. (5) The catalyst is [Pd].C(O)C. The yield is 0.720. The product is [C:12]([O:11][C:9]([NH:16][C@H:19]1[C@@H:23]([CH2:24][F:25])[CH2:22][N:21]([C@@H:26]([C:28]2[CH:33]=[CH:32][CH:31]=[CH:30][CH:29]=2)[CH3:27])[C:20]1=[O:34])=[O:10])([CH3:13])([CH3:14])[CH3:15]. The reactants are [C:9](O[C:9]([O:11][C:12]([CH3:15])([CH3:14])[CH3:13])=[O:10])([O:11][C:12]([CH3:15])([CH3:14])[CH3:13])=[O:10].[N:16]([C@H:19]1[C@@H:23]([CH2:24][F:25])[CH2:22][N:21]([C@@H:26]([C:28]2[CH:33]=[CH:32][CH:31]=[CH:30][CH:29]=2)[CH3:27])[C:20]1=[O:34])=[N+]=[N-]. (6) The reactants are [NH2:1][C:2]1[CH:7]=[C:6]([CH3:8])[C:5]([Cl:9])=[CH:4][C:3]=1[NH:10][CH2:11][CH:12]([OH:19])[CH:13]([OH:18])[CH:14]([OH:17])[CH2:15][OH:16].O.[NH:21]1[C:29](=[O:30])[C:27](=O)[C:25](=O)[NH:24][C:22]1=[O:23].[B]=O. The catalyst is C(O)(=O)C. The product is [Cl:9][C:5]1[C:6]([CH3:8])=[CH:7][C:2]2[N:1]=[C:27]3[C:25]([N:10]([CH2:11][CH:12]([OH:19])[CH:13]([OH:18])[CH:14]([OH:17])[CH2:15][OH:16])[C:3]=2[CH:4]=1)=[N:24][C:22](=[O:23])[NH:21][C:29]3=[O:30]. The yield is 0.0900. (7) The reactants are [N:1]1[CH:6]=[CH:5][CH:4]=[CH:3][C:2]=1[CH2:7][OH:8].C[Si](C)(C)[N-][Si](C)(C)C.[Li+].[CH:19]1([NH:22][C:23]([C:25]2[CH:26]=[CH:27][C:28]([CH3:44])=[C:29]([NH:31][C:32]([C:34]3[CH:35]=[N:36][C:37](S(C)(=O)=O)=[N:38][CH:39]=3)=[O:33])[CH:30]=2)=[O:24])[CH2:21][CH2:20]1. The catalyst is C1COCC1. The product is [CH:19]1([NH:22][C:23]([C:25]2[CH:26]=[CH:27][C:28]([CH3:44])=[C:29]([NH:31][C:32]([C:34]3[CH:35]=[N:36][C:37]([O:8][CH2:7][C:2]4[CH:3]=[CH:4][CH:5]=[CH:6][N:1]=4)=[N:38][CH:39]=3)=[O:33])[CH:30]=2)=[O:24])[CH2:21][CH2:20]1. The yield is 0.120. (8) The reactants are [CH3:1][O:2][C:3]([C:5]1[CH:6]=[C:7]2[C:11](=[CH:12][CH:13]=1)[N:10]([CH3:14])[CH:9]=[CH:8]2)=[O:4].[F:15][C:16]1[CH:23]=[CH:22][C:19]([CH2:20]Br)=[CH:18][CH:17]=1.O1CCOCC1. The catalyst is CCOCC. The product is [CH3:1][O:2][C:3]([C:5]1[CH:6]=[C:7]2[C:11](=[CH:12][CH:13]=1)[N:10]([CH3:14])[CH:9]=[C:8]2[CH2:20][C:19]1[CH:22]=[CH:23][C:16]([F:15])=[CH:17][CH:18]=1)=[O:4]. The yield is 0.220.